Dataset: Forward reaction prediction with 1.9M reactions from USPTO patents (1976-2016). Task: Predict the product of the given reaction. Given the reactants [C:1]1(OB(O)O)[CH:6]=[CH:5][CH:4]=[CH:3][CH:2]=1.C([Zn]CC)C.CCCCCC.[CH3:22][C:23]1[CH:30]=[CH:29][C:26]([CH:27]=[O:28])=[CH:25][CH:24]=1.[NH4+].[Cl-], predict the reaction product. The product is: [C:1]1([CH:27]([C:26]2[CH:29]=[CH:30][C:23]([CH3:22])=[CH:24][CH:25]=2)[OH:28])[CH:6]=[CH:5][CH:4]=[CH:3][CH:2]=1.